The task is: Predict the product of the given reaction.. This data is from Forward reaction prediction with 1.9M reactions from USPTO patents (1976-2016). (1) The product is: [O:1]1[CH2:2][CH2:3][N:4]([CH2:7]/[CH:8]=[CH:9]/[C:10]([OH:12])=[O:11])[CH2:5][CH2:6]1. Given the reactants [O:1]1[CH2:6][CH2:5][N:4]([CH2:7]/[CH:8]=[CH:9]/[C:10]([O:12]C(C)(C)C)=[O:11])[CH2:3][CH2:2]1.Cl, predict the reaction product. (2) The product is: [Cl:8][C:7]1[CH:6]=[C:5]([OH:9])[C:4]([Cl:10])=[CH:3][C:2]=1/[CH:13]=[CH:12]/[C:11]([O:15][C:16]([CH3:19])([CH3:18])[CH3:17])=[O:14]. Given the reactants Br[C:2]1[C:7]([Cl:8])=[CH:6][C:5]([OH:9])=[C:4]([Cl:10])[CH:3]=1.[C:11]([O:15][C:16]([CH3:19])([CH3:18])[CH3:17])(=[O:14])[CH:12]=[CH2:13].C(N(CC)CC)C, predict the reaction product. (3) Given the reactants [CH:1]1([OH:14])[CH2:13][CH2:12][CH2:11][CH2:10][CH2:9][CH2:8][CH2:7][CH2:6][CH2:5][CH2:4][CH2:3][CH2:2]1.[C:15]([O:18][CH:19]1[CH:24]([N:25]([CH3:27])[CH3:26])[CH2:23][CH:22]([CH3:28])[O:21][CH:20]1F)(=[O:17])[CH3:16].B(F)(F)F.CCOCC, predict the reaction product. The product is: [C:15]([O:18][CH:19]1[CH:24]([N:25]([CH3:26])[CH3:27])[CH2:23][CH:22]([CH3:28])[O:21][CH:20]1[O:14][CH:1]1[CH2:13][CH2:12][CH2:11][CH2:10][CH2:9][CH2:8][CH2:7][CH2:6][CH2:5][CH2:4][CH2:3][CH2:2]1)(=[O:17])[CH3:16]. (4) Given the reactants [H-].[Na+].[I-].[CH3:4][S+](C)(C)=O.[O:9]1[C:13]2([CH2:18][CH2:17][CH:16]([CH:19]=[O:20])[CH2:15][CH2:14]2)[O:12][CH2:11][CH2:10]1.O, predict the reaction product. The product is: [O:20]1[CH2:4][CH:19]1[CH:16]1[CH2:17][CH2:18][C:13]2([O:12][CH2:11][CH2:10][O:9]2)[CH2:14][CH2:15]1. (5) Given the reactants [NH2:1][C@@H:2]([CH:5]([CH2:8][CH3:9])[CH2:6][CH3:7])[CH2:3][OH:4].[Cl:10][C:11]1[S:15][C:14]([S:16](Cl)(=[O:18])=[O:17])=[CH:13][CH:12]=1, predict the reaction product. The product is: [Cl:10][C:11]1[S:15][C:14]([S:16]([NH:1][C@H:2]([CH2:3][OH:4])[CH:5]([CH2:8][CH3:9])[CH2:6][CH3:7])(=[O:18])=[O:17])=[CH:13][CH:12]=1. (6) Given the reactants Br[C:2]1[CH:3]=[N:4][CH:5]=[C:6]2[C:11]=1[N:10]=[C:9]([C:12]([NH2:14])=[O:13])[CH:8]=[CH:7]2.[CH3:15][C:16]1[S:17][C:18](B2OC(C)(C)C(C)(C)O2)=[C:19]([CH3:21])[N:20]=1.C(=O)([O-])[O-].[Cs+].[Cs+], predict the reaction product. The product is: [CH3:15][C:16]1[S:17][C:18]([C:2]2[CH:3]=[N:4][CH:5]=[C:6]3[C:11]=2[N:10]=[C:9]([C:12]([NH2:14])=[O:13])[CH:8]=[CH:7]3)=[C:19]([CH3:21])[N:20]=1.